Dataset: Reaction yield outcomes from USPTO patents with 853,638 reactions. Task: Predict the reaction yield, written as a fraction of the theoretical maximum amount of product (1.0 means a 100% yield; for example, 0.34 means a 34% yield). (1) The reactants are Br[C:2]1[CH:3]=[C:4]([C:21]#[N:22])[N:5]([CH3:20])[C:6]=1[C:7]1[CH:8]=[CH:9][C:10]2[NH:15][C:14](=[O:16])[O:13][C:12]([CH3:18])([CH3:17])[C:11]=2[CH:19]=1.[CH3:23][Sn](C)(C)C.O. The catalyst is CN(P(N(C)C)(N(C)C)=O)C. The product is [CH3:17][C:12]1([CH3:18])[C:11]2[CH:19]=[C:7]([C:6]3[N:5]([CH3:20])[C:4]([C:21]#[N:22])=[CH:3][C:2]=3[CH3:23])[CH:8]=[CH:9][C:10]=2[NH:15][C:14](=[O:16])[O:13]1. The yield is 0.630. (2) The reactants are [NH2:1][C:2]1[N:7]=[CH:6][C:5](/[CH:8]=[CH:9]/[C:10]([O:12]C(C)(C)C)=[O:11])=[CH:4][CH:3]=1.FC(F)(F)C(O)=O.[ClH:24]. The catalyst is C(Cl)Cl.O1CCOCC1. The product is [ClH:24].[NH2:1][C:2]1[N:7]=[CH:6][C:5](/[CH:8]=[CH:9]/[C:10]([OH:12])=[O:11])=[CH:4][CH:3]=1. The yield is 0.760.